Dataset: Forward reaction prediction with 1.9M reactions from USPTO patents (1976-2016). Task: Predict the product of the given reaction. (1) Given the reactants [CH3:1][N:2]1[C@@H:19]2[CH2:20][C:7]3=[CH:8][CH:9]=[C:10]([OH:22])[C:11]4[O:12][C@H:13]5[C:14]([CH2:16][CH2:17][C@:18]2([OH:21])[C@:5]5([C:6]=43)[CH2:4][CH2:3]1)=[O:15].[ClH:23], predict the reaction product. The product is: [CH3:1][N:2]1[C@@H:19]2[CH2:20][C:7]3=[CH:8][CH:9]=[C:10]([OH:22])[C:11]4[O:12][C@H:13]5[C:14]([CH2:16][CH2:17][C@:18]2([OH:21])[C@:5]5([C:6]=43)[CH2:4][CH2:3]1)=[O:15].[ClH:23]. (2) Given the reactants [Cl:1][C:2]1[CH:10]=[CH:9][C:5]([C:6]([OH:8])=O)=[CH:4][N:3]=1.F[P-](F)(F)(F)(F)F.N1(O[P+](N2CCCC2)(N2CCCC2)N2CCCC2)C2C=CC=CC=2N=N1.[CH3:44][N:45]1[CH2:50][CH2:49][NH:48][CH2:47][CH2:46]1.C(N(CC)CC)C, predict the reaction product. The product is: [Cl:1][C:2]1[N:3]=[CH:4][C:5]([C:6]([N:48]2[CH2:49][CH2:50][N:45]([CH3:44])[CH2:46][CH2:47]2)=[O:8])=[CH:9][CH:10]=1. (3) Given the reactants [Cl:1][C:2]1[CH:3]=[C:4]([C:9]2([C:12]([F:15])([F:14])[F:13])[CH2:11][O:10]2)[CH:5]=[C:6]([Cl:8])[CH:7]=1.[Br:16][C:17]1[CH:23]=[CH:22][C:20]([NH2:21])=[CH:19][C:18]=1[Cl:24], predict the reaction product. The product is: [Br:16][C:17]1[CH:23]=[CH:22][C:20]([NH:21][CH2:11][C:9]([C:4]2[CH:3]=[C:2]([Cl:1])[CH:7]=[C:6]([Cl:8])[CH:5]=2)([OH:10])[C:12]([F:15])([F:14])[F:13])=[CH:19][C:18]=1[Cl:24]. (4) Given the reactants [H-].[Al+3].[Li+].[H-].[H-].[H-].[CH3:7][O:8][C:9]1[C:14]([CH2:15][C:16]2[CH:25]=[CH:24][C:19]([C:20](OC)=[O:21])=[CH:18][CH:17]=2)=[CH:13][CH:12]=[CH:11][N:10]=1, predict the reaction product. The product is: [CH3:7][O:8][C:9]1[C:14]([CH2:15][C:16]2[CH:25]=[CH:24][C:19]([CH2:20][OH:21])=[CH:18][CH:17]=2)=[CH:13][CH:12]=[CH:11][N:10]=1. (5) Given the reactants [NH:1]1[CH2:5][CH2:4][C@H:3]([N:6]([CH2:19][C:20]2[CH:25]=[CH:24][CH:23]=[CH:22][C:21]=2[C:26]([F:29])([F:28])[F:27])[C:7]2[CH:14]=[CH:13][C:10]([C:11]#[N:12])=[C:9]([C:15]([F:18])([F:17])[F:16])[CH:8]=2)[CH2:2]1.[CH2:30]([O:32][C:33](=[O:36])[CH2:34]Br)[CH3:31], predict the reaction product. The product is: [CH2:30]([O:32][C:33](=[O:36])[CH2:34][N:1]1[CH2:5][CH2:4][C@H:3]([N:6]([C:7]2[CH:14]=[CH:13][C:10]([C:11]#[N:12])=[C:9]([C:15]([F:17])([F:18])[F:16])[CH:8]=2)[CH2:19][C:20]2[CH:25]=[CH:24][CH:23]=[CH:22][C:21]=2[C:26]([F:27])([F:28])[F:29])[CH2:2]1)[CH3:31]. (6) Given the reactants [NH2:1][C:2]1[C:7]([C:8]2[O:9][C:10]3[C:11](=[C:13]([OH:17])[CH:14]=[CH:15][CH:16]=3)[N:12]=2)=[CH:6][C:5]([Br:18])=[CH:4][N:3]=1.[C:19](=O)([O-])[O-].[K+].[K+], predict the reaction product. The product is: [Br:18][C:5]1[CH:6]=[C:7]([C:8]2[O:9][C:10]3[CH:16]=[CH:15][CH:14]=[C:13]([O:17][CH3:19])[C:11]=3[N:12]=2)[C:2]([NH2:1])=[N:3][CH:4]=1. (7) Given the reactants S([C:5]1[CH:11]=[CH:10][C:8]([CH3:9])=[CH:7][CH:6]=1)([O-])(=O)=O.N12CCCN=C1CCC[CH2:14][CH2:13]2.O, predict the reaction product. The product is: [CH2:9]1[C:8]2[C:7](=[CH:6][CH:5]=[CH:11][CH:10]=2)[CH:14]=[CH:13]1.